This data is from Experimental lipophilicity measurements (octanol/water distribution) for 4,200 compounds from AstraZeneca. The task is: Regression/Classification. Given a drug SMILES string, predict its absorption, distribution, metabolism, or excretion properties. Task type varies by dataset: regression for continuous measurements (e.g., permeability, clearance, half-life) or binary classification for categorical outcomes (e.g., BBB penetration, CYP inhibition). For this dataset (lipophilicity_astrazeneca), we predict Y. (1) The molecule is O=c1[nH]cnc2[nH]ncc12. The Y is -0.420 logD. (2) The drug is Cc1ccc(NC(=O)c2cccnc2)cc1-n1cnc2ccc(N3CCN(C)CC3)cc2c1=O. The Y is 1.50 logD. (3) The compound is Cc1ccc(S(=O)(=O)Nc2c(C(=O)N[C@@H](C)C(C)(C)C)c(C)nn2C(C)C)cc1. The Y is 0.970 logD. (4) The Y is 1.72 logD. The drug is O=C(O)c1ccc(-n2ncc(C(=O)NC3C4CC5CC(C4)CC3C5)c2C2CCCC2)cc1. (5) The drug is CCC(c1nc2sccc2c(=O)n1Cc1ccccc1)N(CCCN)C(=O)c1ccc(C)cc1. The Y is 2.06 logD. (6) The molecule is COc1cc(Oc2ccnc3ccc(F)cc23)ccc1CC(=O)Nc1noc(C)c1C. The Y is 4.06 logD. (7) The drug is CCOC(=O)c1ccc(OCCC2CN(c3ccc(C)nn3)CCO2)cc1. The Y is 2.70 logD. (8) The molecule is CCOC(=O)C1(c2cccc(O)c2)CCCN(CC2CC2)C1. The Y is 1.89 logD. (9) The drug is c1ccc(-c2[nH]nc3ccccc23)cc1. The Y is 3.79 logD.